The task is: Regression. Given two drug SMILES strings and cell line genomic features, predict the synergy score measuring deviation from expected non-interaction effect.. This data is from NCI-60 drug combinations with 297,098 pairs across 59 cell lines. (1) Drug 1: C1=CC(=CC=C1CCC2=CNC3=C2C(=O)NC(=N3)N)C(=O)NC(CCC(=O)O)C(=O)O. Synergy scores: CSS=13.1, Synergy_ZIP=-4.15, Synergy_Bliss=-4.78, Synergy_Loewe=-4.03, Synergy_HSA=-4.28. Cell line: SF-268. Drug 2: C#CCC(CC1=CN=C2C(=N1)C(=NC(=N2)N)N)C3=CC=C(C=C3)C(=O)NC(CCC(=O)O)C(=O)O. (2) Drug 1: CCC(=C(C1=CC=CC=C1)C2=CC=C(C=C2)OCCN(C)C)C3=CC=CC=C3.C(C(=O)O)C(CC(=O)O)(C(=O)O)O. Drug 2: COC1=C2C(=CC3=C1OC=C3)C=CC(=O)O2. Cell line: A498. Synergy scores: CSS=14.0, Synergy_ZIP=-3.39, Synergy_Bliss=-1.50, Synergy_Loewe=-2.49, Synergy_HSA=-1.32. (3) Drug 1: C1=CC=C(C(=C1)C(C2=CC=C(C=C2)Cl)C(Cl)Cl)Cl. Drug 2: C1C(C(OC1N2C=NC3=C2NC=NCC3O)CO)O. Cell line: SF-268. Synergy scores: CSS=-1.75, Synergy_ZIP=0.774, Synergy_Bliss=0.961, Synergy_Loewe=-0.730, Synergy_HSA=-0.906. (4) Cell line: SW-620. Synergy scores: CSS=-2.83, Synergy_ZIP=1.47, Synergy_Bliss=-0.709, Synergy_Loewe=-3.12, Synergy_HSA=-4.34. Drug 1: CN(C)C1=NC(=NC(=N1)N(C)C)N(C)C. Drug 2: C1=CC(=CC=C1C#N)C(C2=CC=C(C=C2)C#N)N3C=NC=N3. (5) Drug 1: C1CCC(C1)C(CC#N)N2C=C(C=N2)C3=C4C=CNC4=NC=N3. Drug 2: C1=CN(C(=O)N=C1N)C2C(C(C(O2)CO)O)O.Cl. Cell line: OVCAR-4. Synergy scores: CSS=1.00, Synergy_ZIP=5.33, Synergy_Bliss=0.308, Synergy_Loewe=-2.18, Synergy_HSA=-0.682. (6) Drug 1: CC1CCC2CC(C(=CC=CC=CC(CC(C(=O)C(C(C(=CC(C(=O)CC(OC(=O)C3CCCCN3C(=O)C(=O)C1(O2)O)C(C)CC4CCC(C(C4)OC)OCCO)C)C)O)OC)C)C)C)OC. Drug 2: B(C(CC(C)C)NC(=O)C(CC1=CC=CC=C1)NC(=O)C2=NC=CN=C2)(O)O. Cell line: HCC-2998. Synergy scores: CSS=30.2, Synergy_ZIP=1.52, Synergy_Bliss=-3.76, Synergy_Loewe=-18.7, Synergy_HSA=-12.6. (7) Drug 1: CNC(=O)C1=CC=CC=C1SC2=CC3=C(C=C2)C(=NN3)C=CC4=CC=CC=N4. Drug 2: COC1=CC(=CC(=C1O)OC)C2C3C(COC3=O)C(C4=CC5=C(C=C24)OCO5)OC6C(C(C7C(O6)COC(O7)C8=CC=CS8)O)O. Cell line: HCT116. Synergy scores: CSS=46.8, Synergy_ZIP=-5.83, Synergy_Bliss=-11.2, Synergy_Loewe=-19.3, Synergy_HSA=-8.72. (8) Drug 1: CNC(=O)C1=CC=CC=C1SC2=CC3=C(C=C2)C(=NN3)C=CC4=CC=CC=N4. Drug 2: CC=C1C(=O)NC(C(=O)OC2CC(=O)NC(C(=O)NC(CSSCCC=C2)C(=O)N1)C(C)C)C(C)C. Cell line: MDA-MB-435. Synergy scores: CSS=19.9, Synergy_ZIP=-0.519, Synergy_Bliss=0.327, Synergy_Loewe=-48.7, Synergy_HSA=-0.712.